Dataset: Peptide-MHC class II binding affinity with 134,281 pairs from IEDB. Task: Regression. Given a peptide amino acid sequence and an MHC pseudo amino acid sequence, predict their binding affinity value. This is MHC class II binding data. (1) The peptide sequence is GKEELQEIPTMLKKG. The MHC is HLA-DQA10601-DQB10402 with pseudo-sequence HLA-DQA10601-DQB10402. The binding affinity (normalized) is 0.233. (2) The peptide sequence is QIYFESYVRPFVATT. The MHC is DRB1_0405 with pseudo-sequence DRB1_0405. The binding affinity (normalized) is 0. (3) The peptide sequence is QKYCPNKICTSKGDS. The MHC is HLA-DQA10101-DQB10501 with pseudo-sequence HLA-DQA10101-DQB10501. The binding affinity (normalized) is 0. (4) The peptide sequence is TIKQKKPDFILATDI. The MHC is DRB1_0901 with pseudo-sequence DRB1_0901. The binding affinity (normalized) is 0.474.